This data is from Forward reaction prediction with 1.9M reactions from USPTO patents (1976-2016). The task is: Predict the product of the given reaction. (1) Given the reactants [CH3:1][CH2:2][CH:3]([NH:6][CH2:7][C:8]1[CH:9]=[C:10]([CH:30]=[CH:31][CH:32]=1)[C:11]([NH:13][C:14]1[S:15][C:16]2[CH2:29][CH2:28][CH2:27][CH2:26][C:17]=2[C:18]=1[C:19]([O:21]C(C)(C)C)=[O:20])=O)[CH2:4][CH3:5].C(O)(C(F)(F)F)=O, predict the reaction product. The product is: [CH3:5][CH2:4][CH:3]([NH:6][CH2:7][C:8]1[CH:9]=[C:10]([C:11]2[O:21][C:19](=[O:20])[C:18]3[C:17]4[CH2:26][CH2:27][CH2:28][CH2:29][C:16]=4[S:15][C:14]=3[N:13]=2)[CH:30]=[CH:31][CH:32]=1)[CH2:2][CH3:1]. (2) Given the reactants ClC1C(F)=CC=C(Cl)[C:3]=1[CH:10]([O:12]C1C(N)=NC=C(B2OC(C)(C)C(C)(C)O2)C=1)C.[NH2:29][C:30]1[N:35]=[CH:34][C:33]([C:36]2[CH:37]=[N:38][N:39]([CH2:41][CH:42]3CC3C(N(C)C)=O)[CH:40]=2)=[CH:32][C:31]=1[O:50][CH:51]([C:53]1[C:58]([Cl:59])=[CH:57][CH:56]=[C:55]([F:60])[C:54]=1[Cl:61])[CH3:52], predict the reaction product. The product is: [Cl:61][C:54]1[C:55]([F:60])=[CH:56][CH:57]=[C:58]([Cl:59])[C:53]=1[CH:51]([O:50][C:31]1[C:30]([NH2:29])=[N:35][CH:34]=[C:33]([C:36]2[CH:37]=[N:38][N:39]([CH:41]3[CH2:3][CH2:10][O:12][CH2:42]3)[CH:40]=2)[CH:32]=1)[CH3:52]. (3) Given the reactants [OH:1][C:2]1[CH:11]=[CH:10][C:5]2[C:6](=[O:9])[CH2:7][O:8][C:4]=2[CH:3]=1.[N:12]1([C:19]([O:21][C:22]([CH3:25])([CH3:24])[CH3:23])=[O:20])[CH2:18][CH2:17][CH2:16][NH:15][CH2:14][CH2:13]1.[CH2:26]=O, predict the reaction product. The product is: [OH:1][C:2]1[CH:11]=[CH:10][C:5]2[C:6](=[O:9])[CH2:7][O:8][C:4]=2[C:3]=1[CH2:26][N:15]1[CH2:16][CH2:17][CH2:18][N:12]([C:19]([O:21][C:22]([CH3:25])([CH3:24])[CH3:23])=[O:20])[CH2:13][CH2:14]1. (4) Given the reactants C(=O)([O-])[O-].[Na+].[Na+].CC1(C)C(C)(C)OB([C:15]2[CH:23]=[CH:22][C:18]3=[N:19][O:20][N:21]=[C:17]3[CH:16]=2)O1.[NH2:25][C:26]1[C:31]([F:32])=[C:30](Cl)[N:29]=[C:28]([C:34]([O:36][CH3:37])=[O:35])[C:27]=1[Cl:38].C(#N)C, predict the reaction product. The product is: [NH2:25][C:26]1[C:31]([F:32])=[C:30]([C:15]2[CH:23]=[CH:22][C:18]3=[N:19][O:20][N:21]=[C:17]3[CH:16]=2)[N:29]=[C:28]([C:34]([O:36][CH3:37])=[O:35])[C:27]=1[Cl:38]. (5) Given the reactants [CH2:1]([O:5][CH:6]1[CH2:11][CH2:10][N:9]([S:12]([CH3:15])(=[O:14])=[O:13])[CH2:8][CH2:7]1)[C:2]#[C:3][CH3:4].[Li+].C[Si]([N-][Si](C)(C)C)(C)C.[N:26]1[CH:31]=[CH:30][CH:29]=[N:28][C:27]=1[CH2:32][CH2:33][CH2:34][C:35](OCC)=[O:36].O, predict the reaction product. The product is: [CH2:1]([O:5][CH:6]1[CH2:7][CH2:8][N:9]([S:12]([CH2:15][C:35](=[O:36])[CH2:34][CH2:33][CH2:32][C:27]2[N:28]=[CH:29][CH:30]=[CH:31][N:26]=2)(=[O:14])=[O:13])[CH2:10][CH2:11]1)[C:2]#[C:3][CH3:4].